From a dataset of Reaction yield outcomes from USPTO patents with 853,638 reactions. Predict the reaction yield, written as a fraction of the theoretical maximum amount of product (1.0 means a 100% yield; for example, 0.34 means a 34% yield). (1) The reactants are [CH3:1][O:2][C:3](=[O:21])[CH:4]([S:12]([C:15]1[CH:20]=[CH:19][CH:18]=[CH:17][CH:16]=1)(=[O:14])=[O:13])[CH:5]1[CH2:10][CH2:9][CH2:8][C:7](=[O:11])[CH2:6]1.[H-].[Na+].[CH3:24]I.O. The catalyst is CN(C=O)C. The product is [CH3:1][O:2][C:3](=[O:21])[C:4]([S:12]([C:15]1[CH:16]=[CH:17][CH:18]=[CH:19][CH:20]=1)(=[O:13])=[O:14])([CH:5]1[CH2:10][CH2:9][CH2:8][C:7](=[O:11])[CH2:6]1)[CH3:24]. The yield is 0.380. (2) The reactants are Cl[C:2]1[CH:7]=[C:6]([I:8])[CH:5]=[C:4]([C:9]([F:12])([F:11])[F:10])[N:3]=1.[CH3:13][O:14][C:15]1[CH:16]=[C:17](NC=O)[CH:18]=[CH:19][C:20]=1[O:21][CH3:22].C[CH2:27][N:28](CC)CC. The catalyst is CN1C(=O)CCC1. The product is [CH3:13][O:14][C:15]1[CH:16]=[C:17]([CH:18]=[CH:19][C:20]=1[O:21][CH3:22])[CH2:27][NH:28][C:2]1[CH:7]=[C:6]([I:8])[CH:5]=[C:4]([C:9]([F:12])([F:11])[F:10])[N:3]=1. The yield is 0.360. (3) The reactants are [H-].[Na+].[C:3]([N:10]1[CH:14]=[CH:13]N=[CH:11]1)(N1C=CN=C1)=[O:4].[NH2:15][C:16]1[C:24]([Cl:25])=[CH:23][C:19]([C:20]([OH:22])=[O:21])=[C:18]([O:26][CH3:27])[CH:17]=1.[OH2:28]. The catalyst is C1COCC1.C(#N)C. The product is [NH2:15][C:16]1[C:24]([Cl:25])=[CH:23][C:19]([C:20]([O:22][CH2:17][CH:16]2[CH2:24][CH2:11][N:10]([C:3]([O:4][C:19]([CH3:23])([CH3:20])[CH3:18])=[O:28])[CH2:14][CH2:13]2)=[O:21])=[C:18]([O:26][CH3:27])[CH:17]=1. The yield is 0.420. (4) The reactants are COC1C=C(OC)C=CC=1C[N:6]([C:32]1[CH:37]=[CH:36][N:35]=[CH:34][N:33]=1)[S:7]([C:10]1[CH:15]=[C:14]([F:16])[C:13]([O:17][C@H:18]2[CH2:23][CH2:22][CH2:21][CH2:20][C@@H:19]2[C:24]2[N:28]([CH2:29][CH3:30])[N:27]=[CH:26][CH:25]=2)=[CH:12][C:11]=1[F:31])(=[O:9])=[O:8].C([SiH](CC)CC)C.FC(F)(F)C(O)=O. The catalyst is ClCCl. The product is [CH2:29]([N:28]1[C:24]([C@H:19]2[CH2:20][CH2:21][CH2:22][CH2:23][C@@H:18]2[O:17][C:13]2[C:14]([F:16])=[CH:15][C:10]([S:7]([NH:6][C:32]3[CH:37]=[CH:36][N:35]=[CH:34][N:33]=3)(=[O:8])=[O:9])=[C:11]([F:31])[CH:12]=2)=[CH:25][CH:26]=[N:27]1)[CH3:30]. The yield is 0.960.